Predict the reaction yield, written as a fraction of the theoretical maximum amount of product (1.0 means a 100% yield; for example, 0.34 means a 34% yield). From a dataset of Reaction yield outcomes from USPTO patents with 853,638 reactions. (1) The reactants are [CH2:1]([O:8][NH:9][C@H:10]1[CH2:15][N:14]([C:16]([O:18][C:19]([CH3:22])([CH3:21])[CH3:20])=[O:17])[C@H:13]([C:23]([OH:25])=[O:24])[CH2:12][CH2:11]1)[C:2]1[CH:7]=[CH:6][CH:5]=[CH:4][CH:3]=1.[CH2:26](I)[CH3:27].C(N(C(C)C)CC)(C)C. The catalyst is C(#N)C.C(OCC)(=O)C. The product is [CH2:1]([O:8][NH:9][C@H:10]1[CH2:15][N:14]([C:16]([O:18][C:19]([CH3:21])([CH3:22])[CH3:20])=[O:17])[C@H:13]([C:23]([O:25][CH2:26][CH3:27])=[O:24])[CH2:12][CH2:11]1)[C:2]1[CH:3]=[CH:4][CH:5]=[CH:6][CH:7]=1. The yield is 0.820. (2) The reactants are [Br:1][C:2]1[CH:7]=[CH:6][C:5]([C:8]2([C:13]([O:15][CH3:16])=[O:14])[CH2:10][CH:9]2[CH:11]=O)=[CH:4][CH:3]=1.[CH3:17][NH2:18].[BH4-].[Na+]. The catalyst is CO. The product is [Br:1][C:2]1[CH:7]=[CH:6][C:5]([C:8]2([C:13]([O:15][CH3:16])=[O:14])[CH2:10][CH:9]2[CH2:11][NH:18][CH3:17])=[CH:4][CH:3]=1. The yield is 0.560.